From a dataset of Catalyst prediction with 721,799 reactions and 888 catalyst types from USPTO. Predict which catalyst facilitates the given reaction. (1) Reactant: [C:1]([O:4][C@@H:5]1[CH2:10][CH2:9][CH2:8][CH2:7][C@H:6]1[C:11]1[CH:16]=[CH:15][C:14](I)=[CH:13][CH:12]=1)(=[O:3])[CH3:2].C([O-])(=O)C.[K+].[B:23]1([B:23]2[O:27][C:26]([CH3:29])([CH3:28])[C:25]([CH3:31])([CH3:30])[O:24]2)[O:27][C:26]([CH3:29])([CH3:28])[C:25]([CH3:31])([CH3:30])[O:24]1. Product: [C:1]([O:4][C@@H:5]1[CH2:10][CH2:9][CH2:8][CH2:7][C@H:6]1[C:11]1[CH:16]=[CH:15][C:14]([B:23]2[O:27][C:26]([CH3:29])([CH3:28])[C:25]([CH3:31])([CH3:30])[O:24]2)=[CH:13][CH:12]=1)(=[O:3])[CH3:2]. The catalyst class is: 16. (2) Reactant: [C:1]([O:7]C)(=O)[CH2:2][C:3]([CH3:5])=O.[CH3:9][C:10]1[CH:15]=[C:14]([CH3:16])[CH:13]=[C:12]([CH3:17])[C:11]=1[C:18]1[CH:22]=[N:21][NH:20][C:19]=1[NH2:23].C(O)C. Product: [CH3:5][C:3]1[NH:23][C:19]2[N:20]([N:21]=[CH:22][C:18]=2[C:11]2[C:12]([CH3:17])=[CH:13][C:14]([CH3:16])=[CH:15][C:10]=2[CH3:9])[C:1](=[O:7])[CH:2]=1. The catalyst class is: 15. (3) Reactant: [Cl:1][C:2]1[CH:3]=[C:4]([C:9]2([C:22]([F:25])([F:24])[F:23])[O:13][N:12]=[C:11]([C:14]3[CH:15]=[CH:16][C:17]([CH3:21])=[C:18]([CH:20]=3)[NH2:19])[CH2:10]2)[CH:5]=[C:6]([Cl:8])[CH:7]=1.[Br:26][C:27]1[CH:28]=[C:29]([CH:33]=[CH:34][CH:35]=1)[C:30](O)=[O:31].Cl.C(N(CC)CCCN=C=NCC)C.C(=O)([O-])O.[Na+]. Product: [Cl:1][C:2]1[CH:3]=[C:4]([C:9]2([C:22]([F:23])([F:25])[F:24])[O:13][N:12]=[C:11]([C:14]3[CH:15]=[CH:16][C:17]([CH3:21])=[C:18]([NH:19][C:30](=[O:31])[C:29]4[CH:33]=[CH:34][CH:35]=[C:27]([Br:26])[CH:28]=4)[CH:20]=3)[CH2:10]2)[CH:5]=[C:6]([Cl:8])[CH:7]=1. The catalyst class is: 9. (4) Reactant: [C:1]1([C:7]2[CH:8]=[C:9]3[N:15]=[C:14]([CH2:16][CH2:17][CH:18]4[NH:24][C:23](=[O:25])[CH2:22][CH2:21][CH2:20][CH2:19]4)[NH:13][C:10]3=[N:11][CH:12]=2)[CH:6]=[CH:5][CH:4]=[CH:3][CH:2]=1.BrC1C=C2N=C(CCC3NC(=O)CCCC3)NC2=NC=1.[CH3:46][N:47]([CH3:66])[S:48](C1C=CC(B2OC(C)(C)C(C)(C)O2)=CC=1)(=[O:50])=[O:49]. Product: [CH3:46][N:47]([CH3:66])[S:48]([C:4]1[CH:3]=[CH:2][C:1]([C:7]2[CH:8]=[C:9]3[N:15]=[C:14]([CH2:16][CH2:17][CH:18]4[CH2:19][CH2:20][CH2:21][CH2:22][C:23](=[O:25])[NH:24]4)[NH:13][C:10]3=[N:11][CH:12]=2)=[CH:6][CH:5]=1)(=[O:50])=[O:49]. The catalyst class is: 813. (5) Reactant: [CH2:1]([O:8][C:9]([NH:11][CH:12]1[N:18]=[C:17]([C:19]2[CH:24]=[CH:23][CH:22]=[CH:21][CH:20]=2)[C:16]2[CH:25]=[CH:26][CH:27]=[CH:28][C:15]=2[NH:14][C:13]1=[O:29])=[O:10])[C:2]1[CH:7]=[CH:6][CH:5]=[CH:4][CH:3]=1.[H-].[Na+].[CH2:32](I)[CH:33]([CH3:35])[CH3:34].[Cl-].[Na+]. Product: [CH2:1]([O:8][C:9]([NH:11][CH:12]1[N:18]=[C:17]([C:19]2[CH:24]=[CH:23][CH:22]=[CH:21][CH:20]=2)[C:16]2[CH:25]=[CH:26][CH:27]=[CH:28][C:15]=2[N:14]([CH2:32][CH:33]([CH3:35])[CH3:34])[C:13]1=[O:29])=[O:10])[C:2]1[CH:7]=[CH:6][CH:5]=[CH:4][CH:3]=1. The catalyst class is: 454. (6) Reactant: [C:1]([O:4][C:5]1[CH:6]=[CH:7][CH:8]=[C:9]2C=1N=C(C(O)=O)[CH:11]=[CH:10]2)(=[O:3])[CH3:2].C(Cl)(=O)[C:19]([Cl:21])=[O:20].C[N:25]([CH:27]=O)[CH3:26]. Product: [C:1]([O:4][C:5]1[C:27]([C:19]([Cl:21])=[O:20])=[N:25][C:26]2[C:7]([CH:6]=1)=[CH:8][CH:9]=[CH:10][CH:11]=2)(=[O:3])[CH3:2]. The catalyst class is: 2.